Dataset: Forward reaction prediction with 1.9M reactions from USPTO patents (1976-2016). Task: Predict the product of the given reaction. (1) Given the reactants Cl[C:2]1[C:3]2[C:4](=[CH:15][N:16](CC3C=CC(OC)=CC=3)[N:17]=2)[N:5]=[C:6]([CH:8]2[CH2:13][CH2:12][N:11]([CH3:14])[CH2:10][CH2:9]2)[N:7]=1.[NH:27]1[C:35]2[C:30](=[CH:31][C:32]([NH2:36])=[CH:33][CH:34]=2)[CH:29]=[N:28]1.Cl, predict the reaction product. The product is: [NH:27]1[C:35]2[C:30](=[CH:31][C:32]([NH:36][C:2]3[C:3]4[NH:17][N:16]=[CH:15][C:4]=4[N:5]=[C:6]([CH:8]4[CH2:9][CH2:10][N:11]([CH3:14])[CH2:12][CH2:13]4)[N:7]=3)=[CH:33][CH:34]=2)[CH:29]=[N:28]1. (2) Given the reactants [CH:1]1([C@H:4]([NH2:6])[CH3:5])[CH2:3][CH2:2]1.Cl[C:8]1[CH:13]=[C:12]([C:14]2[CH:19]=[CH:18][CH:17]=[C:16]([Cl:20])[C:15]=2[Cl:21])[N:11]=[C:10]([NH2:22])[N:9]=1, predict the reaction product. The product is: [CH:1]1([C@H:4]([NH:6][C:8]2[CH:13]=[C:12]([C:14]3[CH:19]=[CH:18][CH:17]=[C:16]([Cl:20])[C:15]=3[Cl:21])[N:11]=[C:10]([NH2:22])[N:9]=2)[CH3:5])[CH2:3][CH2:2]1. (3) Given the reactants S(Cl)(Cl)=O.[CH3:5][S:6]([OH:9])(=O)=[O:7].[Cl:10][C:11]1[CH:16]=[CH:15][CH:14]=[C:13]([Cl:17])[C:12]=1[CH3:18], predict the reaction product. The product is: [Cl:10][C:11]1[CH:16]=[CH:15][C:14]([S:6]([CH3:5])(=[O:9])=[O:7])=[C:13]([Cl:17])[C:12]=1[CH3:18]. (4) Given the reactants [Cl:1][C:2]1[CH:10]=[CH:9][C:8]([C:11]2[CH:12]=[CH:13][C:14]([C:46]3C=[CH:50][CH:49]=[CH:48][N:47]=3)=[N:15][C:16]=2[C@@H:17]([NH:27][C:28](=[O:45])[CH2:29][N:30]2[C:34]3[C:35]([F:40])([F:39])[C@@H:36]4[CH2:38][C@@H:37]4[C:33]=3[C:32]([C:41]([F:44])([F:43])[F:42])=[N:31]2)[CH2:18][C:19]2[CH:24]=[C:23]([F:25])[CH:22]=[C:21]([F:26])[CH:20]=2)=[C:7]2[C:3]=1[C:4]([NH:53][S:54]([CH3:57])(=[O:56])=[O:55])=[N:5][N:6]2[CH3:52].C([Sn](CCCC)(CCCC)C1N=CC=C[N:64]=1)CCC, predict the reaction product. The product is: [Cl:1][C:2]1[CH:10]=[CH:9][C:8]([C:11]2[C:16]([C@@H:17]([NH:27][C:28](=[O:45])[CH2:29][N:30]3[C:34]4[C:35]([F:39])([F:40])[C@@H:36]5[CH2:38][C@@H:37]5[C:33]=4[C:32]([C:41]([F:43])([F:42])[F:44])=[N:31]3)[CH2:18][C:19]3[CH:24]=[C:23]([F:25])[CH:22]=[C:21]([F:26])[CH:20]=3)=[N:15][C:14]([C:46]3[N:47]=[CH:48][CH:49]=[CH:50][N:64]=3)=[CH:13][CH:12]=2)=[C:7]2[C:3]=1[C:4]([NH:53][S:54]([CH3:57])(=[O:55])=[O:56])=[N:5][N:6]2[CH3:52]. (5) Given the reactants [O:1]=[C:2]1[CH:6]=[CH:5][C:4](=[O:7])[N:3]1[CH2:8][CH2:9][CH2:10][CH2:11][CH2:12][C:13]([O:15]N1C(=O)CCC1=O)=O.[CH3:23][O:24][C:25]1[CH:26]=[C:27]2[C:31](=[CH:32][CH:33]=1)[NH:30][CH:29]=[C:28]2[CH2:34][CH2:35][NH2:36], predict the reaction product. The product is: [O:7]=[C:4]1[CH:5]=[CH:6][C:2](=[O:1])[N:3]1[CH2:8][CH2:9][CH2:10][CH2:11][CH2:12][C:13]([NH:36][CH2:35][CH2:34][C:28]1[C:27]2[C:31](=[CH:32][CH:33]=[C:25]([O:24][CH3:23])[CH:26]=2)[NH:30][CH:29]=1)=[O:15]. (6) Given the reactants [Br:1][C:2]1[C:7]([OH:8])=[CH:6][CH:5]=[C:4]([Br:9])[N:3]=1.[CH2:10](O)[CH2:11][CH:12]=[CH2:13].C1(P(C2C=CC=CC=2)C2C=CC=CC=2)C=CC=CC=1.CCOC(/N=N/C(OCC)=O)=O, predict the reaction product. The product is: [Br:1][C:2]1[C:7]([O:8][CH2:13][CH2:12][CH:11]=[CH2:10])=[CH:6][CH:5]=[C:4]([Br:9])[N:3]=1. (7) Given the reactants [C:1]1(=[O:11])[O:6][C:4](=O)[C:3]2=[CH:7][CH:8]=[CH:9][CH:10]=[C:2]12.[NH2:12][CH2:13][CH2:14][C:15]([OH:17])=[O:16], predict the reaction product. The product is: [CH:8]1[CH:7]=[C:3]2[C:4]([N:12]([CH2:13][CH2:14][C:15]([OH:17])=[O:16])[C:1](=[O:11])[C:2]2=[CH:10][CH:9]=1)=[O:6]. (8) Given the reactants [S:1]1[CH2:6][CH2:5][C:4](=[O:7])[CH2:3][CH2:2]1.[C:8]1([CH:15]=[CH:14][CH:13]=[C:11]([OH:12])[CH:10]=1)[OH:9].[OH-].[Na+].Cl, predict the reaction product. The product is: [OH:7][C:4]1([C:13]2[CH:14]=[CH:15][C:8]([OH:9])=[CH:10][C:11]=2[OH:12])[CH2:5][CH2:6][S:1][CH2:2][CH2:3]1.